This data is from HIV replication inhibition screening data with 41,000+ compounds from the AIDS Antiviral Screen. The task is: Binary Classification. Given a drug SMILES string, predict its activity (active/inactive) in a high-throughput screening assay against a specified biological target. (1) The molecule is N#CCCN(C1=NN(C(=O)CC(=O)Nc2cccc(Cl)c2)C(c2ccccc2)C1)c1ccccc1Cl. The result is 0 (inactive). (2) The molecule is O=C1OC(C2OC(=O)c3cc(O)c(O)c(O)c3-c3c(O)c(O)c4oc(=O)c5c(c(O)c(O)c6oc(=O)c3c4c65)-c3c(cc(O)c(O)c3O)C(=O)OCC2O)C2OC(=O)c3c(c(O)c(O)c(O)c3C2O)-c2c1cc(O)c(O)c2O. The result is 1 (active). (3) The compound is CCC(C)N1CN(c2ccccc2)C2(CCN(CCCC3(c4ccc(F)cc4)OCCO3)CC2)C1=O.Cl. The result is 0 (inactive). (4) The molecule is N#CCCN(CCC#N)c1ccc(C=C2CC(O)(c3ccccc3)N(c3ccc(Cl)cc3)C2=O)cc1. The result is 0 (inactive). (5) The drug is Ic1ccccc1SSc1ccccc1I. The result is 0 (inactive). (6) The drug is O=C1C(c2ccccc2)=[N+]([O-])c2ccc(Cl)cc21. The result is 0 (inactive). (7) The compound is CS(=O)(=O)NNS(=O)(=O)c1ccc(Br)cc1. The result is 0 (inactive).